From a dataset of Forward reaction prediction with 1.9M reactions from USPTO patents (1976-2016). Predict the product of the given reaction. (1) Given the reactants [OH:1][C:2]([CH3:28])([CH3:27])[CH2:3][N:4]1[CH2:9][CH2:8][CH:7]([CH:10]([C:12]2[N:16]3[N:17]=[C:18]([O:21][CH3:22])[CH:19]=[CH:20][C:15]3=[C:14]([C:23](O)=[O:24])[C:13]=2[CH3:26])[CH3:11])[CH2:6][CH2:5]1.[NH2:29][CH2:30][C:31]1[C:32](=[O:39])[NH:33][C:34]([CH3:38])=[CH:35][C:36]=1[CH3:37], predict the reaction product. The product is: [CH3:37][C:36]1[CH:35]=[C:34]([CH3:38])[NH:33][C:32](=[O:39])[C:31]=1[CH2:30][NH:29][C:23]([C:14]1[C:13]([CH3:26])=[C:12]([CH:10]([CH:7]2[CH2:6][CH2:5][N:4]([CH2:3][C:2]([OH:1])([CH3:28])[CH3:27])[CH2:9][CH2:8]2)[CH3:11])[N:16]2[C:15]=1[CH:20]=[CH:19][C:18]([O:21][CH3:22])=[N:17]2)=[O:24]. (2) Given the reactants [CH3:1][O:2][C:3]1[CH:4]=[C:5]([CH:11]=[CH:12][C:13]2[O:17][N:16]=[C:15]([CH2:18][CH:19]3[CH2:24][CH2:23][NH:22][CH2:21][CH2:20]3)[N:14]=2)[CH:6]=[CH:7][C:8]=1[O:9][CH3:10].[C:25](=O)([O-])[O-].[K+].[K+].[CH3:31][N:32]([CH:34]=O)[CH3:33], predict the reaction product. The product is: [CH3:1][O:2][C:3]1[CH:4]=[C:5]([CH:11]=[CH:12][C:13]2[O:17][N:16]=[C:15]([CH2:18][CH:19]3[CH2:24][CH2:23][N:22]([CH2:25][CH2:34][N:32]([CH3:33])[CH3:31])[CH2:21][CH2:20]3)[N:14]=2)[CH:6]=[CH:7][C:8]=1[O:9][CH3:10]. (3) Given the reactants [CH3:1][N:2]1[C:6]2=[N:7][CH:8]=[C:9]([C:11]([F:14])([F:13])[F:12])[CH:10]=[C:5]2[N:4]=[C:3]1[C:15]1[CH:20]=[CH:19][CH:18]=[CH:17][C:16]=1[S:21][CH3:22].CO.I([O-])(=O)(=O)=[O:26].[Na+].C(=O)([O-])O.[Na+], predict the reaction product. The product is: [CH3:22][S:21]([C:16]1[CH:17]=[CH:18][CH:19]=[CH:20][C:15]=1[C:3]1[N:2]([CH3:1])[C:6]2=[N:7][CH:8]=[C:9]([C:11]([F:14])([F:13])[F:12])[CH:10]=[C:5]2[N:4]=1)=[O:26]. (4) Given the reactants [Cl:1][C:2]1[N:3]=[CH:4][C:5]2[CH2:10][C:9](=[O:11])[NH:8][C:6]=2[N:7]=1.[Cl:12][C:13]1[C:14]([F:21])=[C:15]([CH:18]=[CH:19][CH:20]=1)[CH:16]=O.C([O-])(O)=O.[Na+], predict the reaction product. The product is: [Cl:1][C:2]1[N:3]=[CH:4][C:5]2=[C:6]([NH:8][C:9](=[O:11])/[C:10]/2=[CH:16]\[C:15]2[CH:18]=[CH:19][CH:20]=[C:13]([Cl:12])[C:14]=2[F:21])[N:7]=1. (5) Given the reactants ClC1C=CC=C(C(OO)=O)C=1.CS[C:14]1[N:19]=[C:18]([NH:20][CH2:21][C:22]2[CH:27]=[CH:26][C:25]([O:28][CH3:29])=[C:24]([Cl:30])[CH:23]=2)[C:17]([C:31]([O:33][CH2:34][CH3:35])=[O:32])=C[N:15]=1.[NH:36]1[CH2:42][CH2:41][CH2:40][C@H:37]1[CH2:38][OH:39].C([N:45](CC)CC)C, predict the reaction product. The product is: [OH:39][CH2:38][CH:37]1[CH2:40][CH2:41][CH2:42][N:36]1[C:14]1[N:15]=[N:45][C:17]([C:31]([O:33][CH2:34][CH3:35])=[O:32])=[C:18]([NH:20][CH2:21][C:22]2[CH:27]=[CH:26][C:25]([O:28][CH3:29])=[C:24]([Cl:30])[CH:23]=2)[N:19]=1. (6) Given the reactants [NH2:1][C:2]1[CH:3]=[C:4]([CH:9]=[CH:10][N:11]=1)[C:5]([O:7][CH3:8])=[O:6].[N:12]1[CH:17]=CC=CC=1.ClC(OC1C=CC([N+]([O-])=O)=CC=1)=O.[OH2:31].[NH2:32]N, predict the reaction product. The product is: [NH:12]([C:17]([NH:1][C:2]1[CH:3]=[C:4]([CH:9]=[CH:10][N:11]=1)[C:5]([O:7][CH3:8])=[O:6])=[O:31])[NH2:32]. (7) Given the reactants CN(C)CCN(C)C1N=CC([C:12]2[N:16]3[CH:17]=[CH:18][CH:19]=[CH:20][C:15]3=[N:14][C:13]=2[CH2:21][OH:22])=CC=1.CN1CCN(C2N=CC(C3N4C=CC=CC4=NC=3C=O)=CC=2)CC1, predict the reaction product. The product is: [N:14]1[C:13]([CH:21]=[O:22])=[CH:12][N:16]2[CH:17]=[CH:18][CH:19]=[CH:20][C:15]=12. (8) Given the reactants [Br:1][C:2]1[CH:7]=[CH:6][C:5]([OH:8])=[C:4]([N+:9]([O-:11])=[O:10])[C:3]=1[O:12][C:13]1[CH:18]=[CH:17][CH:16]=[CH:15][CH:14]=1.O[CH2:20][C:21]([C:23]1[CH:28]=[CH:27][CH:26]=[CH:25][CH:24]=1)=[O:22], predict the reaction product. The product is: [Br:1][C:2]1[CH:7]=[CH:6][C:5]([O:8][CH2:20][C:21]([C:23]2[CH:28]=[CH:27][CH:26]=[CH:25][CH:24]=2)=[O:22])=[C:4]([N+:9]([O-:11])=[O:10])[C:3]=1[O:12][C:13]1[CH:18]=[CH:17][CH:16]=[CH:15][CH:14]=1.